Dataset: Reaction yield outcomes from USPTO patents with 853,638 reactions. Task: Predict the reaction yield, written as a fraction of the theoretical maximum amount of product (1.0 means a 100% yield; for example, 0.34 means a 34% yield). (1) The reactants are Cl[C:2]1[N:7]=[C:6]([NH:8][CH2:9][C:10]2[CH:14]=[C:13]([CH3:15])[O:12][C:11]=2[CH3:16])[C:5]([F:17])=[CH:4][N:3]=1.[NH2:18][C:19]1[CH:20]=[C:21]([OH:25])[CH:22]=[CH:23][CH:24]=1. No catalyst specified. The product is [CH3:16][C:11]1[O:12][C:13]([CH3:15])=[CH:14][C:10]=1[CH2:9][NH:8][C:6]1[C:5]([F:17])=[CH:4][N:3]=[C:2]([NH:18][C:19]2[CH:24]=[CH:23][CH:22]=[C:21]([OH:25])[CH:20]=2)[N:7]=1. The yield is 0.510. (2) The reactants are [NH:1]1[CH2:6][CH2:5][CH2:4][CH:3]([NH:7][C:8]([C:21]2[CH:26]=[CH:25][CH:24]=[CH:23][CH:22]=2)([C:15]2[CH:20]=[CH:19][CH:18]=[CH:17][CH:16]=2)[C:9]2[CH:14]=[CH:13][CH:12]=[CH:11][CH:10]=2)[CH2:2]1.Cl[C:28]([O:30][CH3:31])=[O:29]. The catalyst is ClCCl. The product is [CH3:31][O:30][C:28]([N:1]1[CH2:6][CH2:5][CH2:4][CH:3]([NH:7][C:8]([C:9]2[CH:14]=[CH:13][CH:12]=[CH:11][CH:10]=2)([C:21]2[CH:26]=[CH:25][CH:24]=[CH:23][CH:22]=2)[C:15]2[CH:16]=[CH:17][CH:18]=[CH:19][CH:20]=2)[CH2:2]1)=[O:29]. The yield is 0.730. (3) The reactants are [CH3:1][C:2]1[N:7]([CH3:8])[C:6](=[O:9])[N:5]([CH3:10])[C:4](=[O:11])[C:3]=1[N+:12]([O-:14])=[O:13].N1CCCCC1.[CH:21]([C:23]1[CH:31]=[CH:30][C:26]([C:27]([OH:29])=[O:28])=[CH:25][CH:24]=1)=O. The catalyst is O1CCOCC1. The product is [CH3:10][N:5]1[C:4](=[O:11])[C:3]([N+:12]([O-:14])=[O:13])=[C:2]([CH:1]=[CH:21][C:23]2[CH:31]=[CH:30][C:26]([C:27]([OH:29])=[O:28])=[CH:25][CH:24]=2)[N:7]([CH3:8])[C:6]1=[O:9]. The yield is 0.700. (4) The reactants are CC1(C)C(C)(C)OB([C:9]2[C:17]3[C:12](=[N:13][CH:14]=[CH:15][CH:16]=3)[N:11]([S:18]([C:21]3[CH:26]=[CH:25][C:24]([CH3:27])=[CH:23][CH:22]=3)(=[O:20])=[O:19])[CH:10]=2)O1.[Cl:29][C:30]1[CH:35]=[C:34](Cl)[N:33]=[CH:32][N:31]=1.C(=O)([O-])[O-].[K+].[K+].CCOC(C)=O. The catalyst is CN(C=O)C.C1C=CC([P]([Pd]([P](C2C=CC=CC=2)(C2C=CC=CC=2)C2C=CC=CC=2)([P](C2C=CC=CC=2)(C2C=CC=CC=2)C2C=CC=CC=2)[P](C2C=CC=CC=2)(C2C=CC=CC=2)C2C=CC=CC=2)(C2C=CC=CC=2)C2C=CC=CC=2)=CC=1. The product is [Cl:29][C:30]1[N:31]=[CH:32][N:33]=[C:34]([C:9]2[C:17]3[C:12](=[N:13][CH:14]=[CH:15][CH:16]=3)[N:11]([S:18]([C:21]3[CH:26]=[CH:25][C:24]([CH3:27])=[CH:23][CH:22]=3)(=[O:19])=[O:20])[CH:10]=2)[CH:35]=1. The yield is 0.330.